This data is from Catalyst prediction with 721,799 reactions and 888 catalyst types from USPTO. The task is: Predict which catalyst facilitates the given reaction. (1) Reactant: [Cl:1][C:2]1[C:7](/[CH:8]=[CH:9]/[O:10]CC)=[CH:6][CH:5]=[C:4]([Cl:13])[N:3]=1.[Na+].[I-].C[Si](Cl)(C)C.C([O-])(O)=O.[Na+]. Product: [Cl:1][C:2]1[C:7]([CH2:8][CH:9]=[O:10])=[CH:6][CH:5]=[C:4]([Cl:13])[N:3]=1. The catalyst class is: 10. (2) Reactant: [CH:1]([SiH:4]([CH:15]([CH3:17])[CH3:16])[C:5]1[CH:6]=[C:7]([CH:12]=[CH:13][CH:14]=1)[C:8]([O:10]C)=[O:9])([CH3:3])[CH3:2].[OH-:18].[Na+]. Product: [OH:18][Si:4]([CH:15]([CH3:17])[CH3:16])([CH:1]([CH3:3])[CH3:2])[C:5]1[CH:6]=[C:7]([CH:12]=[CH:13][CH:14]=1)[C:8]([OH:10])=[O:9]. The catalyst class is: 5. (3) Reactant: [NH2:1][C:2]([C:18]1[C:26]([O:27][CH3:28])=[CH:25][C:24]([CH3:29])=[C:23]2[C:19]=1[CH:20]=[CH:21][N:22]2[C:30]([O:32][C:33]([CH3:36])([CH3:35])[CH3:34])=[O:31])([C:7]1[NH:11][C:10]2[CH:12]=[CH:13][C:14]([C:16]#[N:17])=[CH:15][C:9]=2[N:8]=1)[C:3]([F:6])([F:5])[F:4].[C:37](OCC)(=O)[CH:38]=[O:39].CO.[BH4-].[Na+]. Product: [C:16]([C:14]1[CH:13]=[CH:12][C:10]2[NH:11][C:7]([C:2]([C:18]3[C:26]([O:27][CH3:28])=[CH:25][C:24]([CH3:29])=[C:23]4[C:19]=3[CH:20]=[CH:21][N:22]4[C:30]([O:32][C:33]([CH3:36])([CH3:35])[CH3:34])=[O:31])([NH:1][CH2:37][CH2:38][OH:39])[C:3]([F:6])([F:5])[F:4])=[N:8][C:9]=2[CH:15]=1)#[N:17]. The catalyst class is: 26. (4) Reactant: [F:1][C:2]1[CH:7]=[C:6]([O:8][CH3:9])[C:5](I)=[CH:4][C:3]=1[CH:11]([CH3:13])[CH3:12].[Li]CCCC.[B:19](OC)([O:22]C)[O:20]C. Product: [F:1][C:2]1[C:3]([CH:11]([CH3:13])[CH3:12])=[CH:4][C:5]([B:19]([OH:22])[OH:20])=[C:6]([O:8][CH3:9])[CH:7]=1. The catalyst class is: 1. (5) Reactant: Br[C:2]1[CH:7]=[CH:6][CH:5]=[C:4]([CH2:8][O:9][CH2:10][O:11][CH3:12])[CH:3]=1.[Mg].[F:14][C:15]([F:26])([C:22]([F:25])([F:24])[F:23])[C:16](N(OC)C)=[O:17].Cl. Product: [F:14][C:15]([F:26])([C:22]([F:25])([F:24])[F:23])[C:16]([C:2]1[CH:7]=[CH:6][CH:5]=[C:4]([CH2:8][O:9][CH2:10][O:11][CH3:12])[CH:3]=1)=[O:17]. The catalyst class is: 1. (6) Reactant: Br[C:2]1[CH:3]=[C:4]([Cl:11])[CH:5]=[C:6]2[C:10]=1[NH:9][CH:8]=[CH:7]2.C([Li])CCC.[C:17](=[O:19])=[O:18].O. Product: [Cl:11][C:4]1[CH:5]=[C:6]2[C:10](=[C:2]([C:17]([OH:19])=[O:18])[CH:3]=1)[NH:9][CH:8]=[CH:7]2. The catalyst class is: 134. (7) Reactant: [NH2:1][C:2]1[C:3]([C:10]([OH:12])=O)=[N:4][C:5]([Cl:9])=[C:6]([NH2:8])[N:7]=1.FC(F)(F)C([O-])=O.[Br-].[NH2:21][CH:22]1[CH2:27][CH2:26][CH2:25][N+:24]([CH2:39][C:40]([O:42][CH2:43][CH3:44])=[O:41])([CH2:28][CH2:29][CH2:30][C:31]2[CH:36]=[CH:35][C:34]([O:37][CH3:38])=[CH:33][CH:32]=2)[CH2:23]1.NC1CCC[N+](CCCC2C=CC(OC)=CC=2)(CC(OCC)=O)C1.F[B-](F)(F)F.N1(OC(N(C)C)=[N+](C)C)C2C=CC=CC=2N=N1.C(N(CC)C(C)C)(C)C. Product: [Cl-:9].[NH2:1][C:2]1[C:3]([C:10]([NH:21][CH:22]2[CH2:27][CH2:26][CH2:25][N+:24]([CH2:39][C:40]([O:42][CH2:43][CH3:44])=[O:41])([CH2:28][CH2:29][CH2:30][C:31]3[CH:32]=[CH:33][C:34]([O:37][CH3:38])=[CH:35][CH:36]=3)[CH2:23]2)=[O:12])=[N:4][C:5]([Cl:9])=[C:6]([NH2:8])[N:7]=1. The catalyst class is: 9. (8) Reactant: [Cl:1][C:2]1[CH:7]=[CH:6][C:5]([C:8]2[C:9]([O:31][CH2:32][CH2:33]O)=[C:10]3[CH:24]=[N:23][N:22]([C:25]4[CH:30]=[CH:29][CH:28]=[CH:27][CH:26]=4)[C:11]3=[N:12][C:13]=2[C:14]2[CH:19]=[CH:18][C:17]([Cl:20])=[CH:16][C:15]=2[Cl:21])=[CH:4][CH:3]=1.CS(Cl)(=O)=O.CCN(CC)CC.[NH:47]1[CH2:52][CH2:51][O:50][CH2:49][CH2:48]1. Product: [Cl:1][C:2]1[CH:3]=[CH:4][C:5]([C:8]2[C:9]([O:31][CH2:32][CH2:33][N:47]3[CH2:52][CH2:51][O:50][CH2:49][CH2:48]3)=[C:10]3[CH:24]=[N:23][N:22]([C:25]4[CH:30]=[CH:29][CH:28]=[CH:27][CH:26]=4)[C:11]3=[N:12][C:13]=2[C:14]2[CH:19]=[CH:18][C:17]([Cl:20])=[CH:16][C:15]=2[Cl:21])=[CH:6][CH:7]=1. The catalyst class is: 34.